This data is from Reaction yield outcomes from USPTO patents with 853,638 reactions. The task is: Predict the reaction yield, written as a fraction of the theoretical maximum amount of product (1.0 means a 100% yield; for example, 0.34 means a 34% yield). (1) The reactants are [C@@H:1]12[CH2:7][NH:6][C@@H:5]1[CH2:4][N:3]([C:8]([O:10][CH2:11][C:12]1[CH:17]=[CH:16][CH:15]=[CH:14][CH:13]=1)=[O:9])[CH2:2]2.[Cl:18][C:19]1[CH:24]=[CH:23][C:22](Br)=[CH:21][N:20]=1. No catalyst specified. The product is [Cl:18][C:19]1[N:20]=[CH:21][C:22]([N:6]2[CH2:7][C@@H:1]3[C@H:5]2[CH2:4][N:3]([C:8]([O:10][CH2:11][C:12]2[CH:17]=[CH:16][CH:15]=[CH:14][CH:13]=2)=[O:9])[CH2:2]3)=[CH:23][CH:24]=1. The yield is 0.510. (2) The reactants are [CH3:1][NH2:2].Cl.C[Al](C)C.CO[C:10](=[O:30])[CH2:11][CH:12]([C:21]1[CH:29]=[C:28]2[C:24]([CH:25]=[CH:26][NH:27]2)=[CH:23][CH:22]=1)[C:13]1[CH:18]=[CH:17][CH:16]=[C:15]([O:19][CH3:20])[CH:14]=1. The catalyst is C1C=CC=CC=1.Cl. The product is [NH:27]1[C:28]2[C:24](=[CH:23][CH:22]=[C:21]([CH:12]([C:13]3[CH:18]=[CH:17][CH:16]=[C:15]([O:19][CH3:20])[CH:14]=3)[CH2:11][C:10]([NH:2][CH3:1])=[O:30])[CH:29]=2)[CH:25]=[CH:26]1. The yield is 1.00. (3) The reactants are [CH3:1][Si:2]([CH3:29])([CH3:28])[CH2:3][CH2:4][O:5][CH2:6][N:7]1[C:11]2[N:12]=[CH:13][N:14]=[C:15]([C:16]3[CH:17]=[N:18][N:19]([CH:21]([CH2:25][CH2:26][OH:27])[CH2:22][CH2:23][OH:24])[CH:20]=3)[C:10]=2[CH:9]=[CH:8]1.C(Cl)Cl.[CH3:33][S:34](Cl)(=[O:36])=[O:35]. The catalyst is O. The product is [CH3:33][S:34]([O:27][CH2:26][CH2:25][CH:21]([N:19]1[CH:20]=[C:16]([C:15]2[C:10]3[CH:9]=[CH:8][N:7]([CH2:6][O:5][CH2:4][CH2:3][Si:2]([CH3:1])([CH3:28])[CH3:29])[C:11]=3[N:12]=[CH:13][N:14]=2)[CH:17]=[N:18]1)[CH2:22][CH2:23][O:24][S:34]([CH3:33])(=[O:36])=[O:35])(=[O:36])=[O:35]. The yield is 0.800. (4) The reactants are [CH3:1][C:2]1[C:10]2[C:5](=[C:6]([CH3:11])[CH:7]=[CH:8][CH:9]=2)[NH:4][C:3]=1[CH2:12][OH:13]. The catalyst is ClCCl.[O-2].[O-2].[Mn+4]. The product is [CH3:1][C:2]1[C:10]2[C:5](=[C:6]([CH3:11])[CH:7]=[CH:8][CH:9]=2)[NH:4][C:3]=1[CH:12]=[O:13]. The yield is 0.460. (5) The reactants are Cl[C:2]1[N:3]([CH2:10][C:11]2[CH:18]=[CH:17][CH:16]=[CH:15][C:12]=2[C:13]#[N:14])[C:4](=[O:9])[C:5]([Cl:8])=[CH:6][N:7]=1.[CH3:19][C@@:20]1([NH2:26])[CH2:25][CH2:24][CH2:23][NH:22][CH2:21]1. No catalyst specified. The product is [NH2:26][C@:20]1([CH3:19])[CH2:25][CH2:24][CH2:23][N:22]([C:2]2[N:3]([CH2:10][C:11]3[CH:18]=[CH:17][CH:16]=[CH:15][C:12]=3[C:13]#[N:14])[C:4](=[O:9])[C:5]([Cl:8])=[CH:6][N:7]=2)[CH2:21]1. The yield is 0.650. (6) The catalyst is CCOC(C)=O. The yield is 0.640. The reactants are [N:1]([O-:3])=[O:2].[Na+].[CH:5]1([C:8]2[C:17]3[C:12](=[CH:13][CH:14]=[CH:15][CH:16]=3)[CH:11]=[CH:10][CH:9]=2)[CH2:7][CH2:6]1.O. The product is [CH:5]1([C:8]2[C:17]3[C:12](=[CH:13][CH:14]=[CH:15][CH:16]=3)[C:11]([N+:1]([O-:3])=[O:2])=[CH:10][CH:9]=2)[CH2:7][CH2:6]1. (7) The reactants are [CH:1]([C:4]1[CH:10]=[CH:9][C:7]([NH2:8])=[CH:6][CH:5]=1)([CH3:3])[CH3:2].[O:11]1[CH2:16][CH2:15][C:14](=O)[CH2:13][CH2:12]1.CC(O)=O.C(O[BH-](OC(=O)C)OC(=O)C)(=O)C.[Na+]. The catalyst is CN(C=O)C. The product is [CH:1]([C:4]1[CH:10]=[CH:9][C:7]([NH:8][CH:14]2[CH2:15][CH2:16][O:11][CH2:12][CH2:13]2)=[CH:6][CH:5]=1)([CH3:3])[CH3:2]. The yield is 0.930.